From a dataset of Full USPTO retrosynthesis dataset with 1.9M reactions from patents (1976-2016). Predict the reactants needed to synthesize the given product. (1) Given the product [CH3:1][C:2]([CH3:22])([CH2:6][CH2:7][C:8]1[S:9][C:10]([C:13]2[CH:18]=[CH:17][C:16]([N+:19]([O-:21])=[O:20])=[CH:15][CH:14]=2)=[CH:11][N:12]=1)[C:3]([NH:43][S:40]([C:39]([F:45])([F:44])[F:38])(=[O:42])=[O:41])=[O:4], predict the reactants needed to synthesize it. The reactants are: [CH3:1][C:2]([CH3:22])([CH2:6][CH2:7][C:8]1[S:9][C:10]([C:13]2[CH:18]=[CH:17][C:16]([N+:19]([O-:21])=[O:20])=[CH:15][CH:14]=2)=[CH:11][N:12]=1)[C:3](O)=[O:4].CN1CCOCC1.ClC(OCC(C)C)=O.[F:38][C:39]([F:45])([F:44])[S:40]([NH2:43])(=[O:42])=[O:41].N1CCCN2CCCCCC=12. (2) Given the product [CH2:1]([N:5]([CH2:24][CH:25]([CH3:27])[CH3:26])[C:6]1[CH:11]=[CH:10][C:9]([C:12]2[CH:17]=[CH:16][CH:15]=[CH:14][C:13]=2[C:18]2[NH:22][N:21]=[N:20][N:19]=2)=[CH:8][C:7]=1[NH:23][C:42]([NH:36][C:29]([CH3:30])([CH2:31][C:32]([CH3:35])([CH3:34])[CH3:33])[CH3:28])=[O:43])[CH:2]([CH3:4])[CH3:3], predict the reactants needed to synthesize it. The reactants are: [CH2:1]([N:5]([CH2:24][CH:25]([CH3:27])[CH3:26])[C:6]1[CH:11]=[CH:10][C:9]([C:12]2[CH:17]=[CH:16][CH:15]=[CH:14][C:13]=2[C:18]2[NH:22][N:21]=[N:20][N:19]=2)=[CH:8][C:7]=1[NH2:23])[CH:2]([CH3:4])[CH3:3].[CH3:28][C:29]([NH2:36])([CH2:31][C:32]([CH3:35])([CH3:34])[CH3:33])[CH3:30].C1N=CN([C:42](N2C=NC=C2)=[O:43])C=1.